From a dataset of Forward reaction prediction with 1.9M reactions from USPTO patents (1976-2016). Predict the product of the given reaction. (1) Given the reactants [CH3:1][C:2]1[C:7](B2OC(C)(C)C(C)(C)O2)=[CH:6][CH:5]=[CH:4][C:3]=1[NH:17][C:18](=[O:29])[C:19]1[CH:24]=[CH:23][CH:22]=[C:21]([C:25]([F:28])([F:27])[F:26])[CH:20]=1.Br[C:31]1[CH:32]=[C:33]2[C:38](=[CH:39][CH:40]=1)[N:37]=[C:36]([NH2:41])[N:35]=[CH:34]2.C(=O)([O-])[O-].[K+].[K+].CN(C=O)C, predict the reaction product. The product is: [NH2:41][C:36]1[N:35]=[CH:34][C:33]2[C:38](=[CH:39][CH:40]=[C:31]([C:7]3[C:2]([CH3:1])=[C:3]([NH:17][C:18](=[O:29])[C:19]4[CH:24]=[CH:23][CH:22]=[C:21]([C:25]([F:27])([F:26])[F:28])[CH:20]=4)[CH:4]=[CH:5][CH:6]=3)[CH:32]=2)[N:37]=1. (2) Given the reactants [Cl:1][C:2]1[N:3]([CH2:10][C@:11]2([CH3:14])[CH2:13][O:12]2)[CH:4]=[C:5]([N+:7]([O-:9])=[O:8])[N:6]=1.[N:15]1([C:21]([O:23][C:24]([CH3:27])([CH3:26])[CH3:25])=[O:22])[CH2:20][CH2:19][NH:18][CH2:17][CH2:16]1.CN(C=O)C, predict the reaction product. The product is: [Cl:1][C:2]1[N:3]([CH2:10][C@:11]([OH:12])([CH3:14])[CH2:13][N:18]2[CH2:17][CH2:16][N:15]([C:21]([O:23][C:24]([CH3:27])([CH3:26])[CH3:25])=[O:22])[CH2:20][CH2:19]2)[CH:4]=[C:5]([N+:7]([O-:9])=[O:8])[N:6]=1. (3) The product is: [CH2:34]([NH:37][C:38]([C@@H:40]1[CH2:48][C:47]2[C:42](=[CH:43][CH:44]=[CH:45][CH:46]=2)[N:41]1[C:13](=[O:15])[C@@H:12]([NH:11][C:9]([O:8][CH2:1][C:2]1[CH:3]=[CH:4][CH:5]=[CH:6][CH:7]=1)=[O:10])[CH2:16][CH3:17])=[O:39])[CH2:35][CH3:36]. Given the reactants [CH2:1]([O:8][C:9]([NH:11][C@@H:12]([CH2:16][CH3:17])[C:13]([OH:15])=O)=[O:10])[C:2]1[CH:7]=[CH:6][CH:5]=[CH:4][CH:3]=1.C(N1CCOCC1)C.ClC(OCC(C)C)=O.[CH2:34]([NH:37][C:38]([C@@H:40]1[CH2:48][C:47]2[C:42](=[CH:43][CH:44]=[CH:45][CH:46]=2)[NH:41]1)=[O:39])[CH2:35][CH3:36], predict the reaction product. (4) Given the reactants C(C1N(C2C=CC=CC=2)N=C(C(OCC)=O)C=1C1C=CC(C(O)=O)=CC=1C(N1CCC2C(=CC=CC=2)C1)=O)CCC.[C:42]1([C:87]2[CH:92]=[CH:91][CH:90]=[CH:89][CH:88]=2)[CH:47]=[CH:46][C:45]([N:48]2[C:52]([CH2:53][CH2:54][CH2:55][CH3:56])=[C:51]([C:57]3[CH:62]=[CH:61][C:60]([C:63]([O:65]C(C)(C)C)=[O:64])=[CH:59][C:58]=3[C:70]([N:72]3[CH2:81][CH2:80][C:79]4[C:74](=[CH:75][CH:76]=[CH:77][CH:78]=4)[CH2:73]3)=[O:71])[C:50]([C:82]([O:84][CH2:85][CH3:86])=[O:83])=[N:49]2)=[CH:44][CH:43]=1, predict the reaction product. The product is: [C:42]1([C:87]2[CH:92]=[CH:91][CH:90]=[CH:89][CH:88]=2)[CH:47]=[CH:46][C:45]([N:48]2[C:52]([CH2:53][CH2:54][CH2:55][CH3:56])=[C:51]([C:57]3[CH:62]=[CH:61][C:60]([C:63]([OH:65])=[O:64])=[CH:59][C:58]=3[C:70]([N:72]3[CH2:81][CH2:80][C:79]4[C:74](=[CH:75][CH:76]=[CH:77][CH:78]=4)[CH2:73]3)=[O:71])[C:50]([C:82]([O:84][CH2:85][CH3:86])=[O:83])=[N:49]2)=[CH:44][CH:43]=1.